Dataset: Forward reaction prediction with 1.9M reactions from USPTO patents (1976-2016). Task: Predict the product of the given reaction. Given the reactants [C:1]([OH:5])(=O)[CH:2]=[CH2:3].Cl.[CH3:7][N:8]1[CH2:14][C:13]2[CH:15]=[C:16](/[CH:19]=[CH:20]/[C:21](O)=O)[CH:17]=[N:18][C:12]=2NC(=O)[CH2:9]1.CNCC1C2C(=CC=CC=2)N(C)C=1, predict the reaction product. The product is: [CH3:17][N:18]([CH2:12][C:13]1[C:15]2[C:9](=[CH:21][CH:20]=[CH:19][CH:16]=2)[N:8]([CH3:7])[CH:14]=1)[C:1](=[O:5])[CH:2]=[CH2:3].